This data is from Forward reaction prediction with 1.9M reactions from USPTO patents (1976-2016). The task is: Predict the product of the given reaction. (1) The product is: [CH2:23]([N:13]1[CH2:14][CH2:15][N:10]([C:7]2[CH:8]=[CH:9][C:4]([N+:1]([O-:3])=[O:2])=[C:5]([NH:16][C:17]3[CH:22]=[CH:21][CH:20]=[CH:19][CH:18]=3)[CH:6]=2)[CH2:11][CH2:12]1)[C:24]1[CH:29]=[CH:28][CH:27]=[CH:26][CH:25]=1. Given the reactants [N+:1]([C:4]1[CH:9]=[CH:8][C:7]([N:10]2[CH2:15][CH2:14][NH:13][CH2:12][CH2:11]2)=[CH:6][C:5]=1[NH:16][C:17]1[CH:22]=[CH:21][CH:20]=[CH:19][CH:18]=1)([O-:3])=[O:2].[CH2:23](Br)[C:24]1[CH:29]=[CH:28][CH:27]=[CH:26][CH:25]=1.C(N(CC)CC)C, predict the reaction product. (2) Given the reactants [Cl:1][C:2]1[CH:9]=[CH:8][C:5]([CH2:6]Cl)=[CH:4][C:3]=1[N+:10]([O-:12])=[O:11].[CH3:13][C:14]([CH3:17])([O-:16])[CH3:15].[K+].CN(C=[O:23])C, predict the reaction product. The product is: [Cl:1][C:2]1[CH:9]=[CH:8][C:5]([C:6]([O:16][C:14]([CH3:17])([CH3:15])[CH3:13])=[O:23])=[CH:4][C:3]=1[N+:10]([O-:12])=[O:11]. (3) Given the reactants Br[C:2]1[CH:7]=[CH:6][C:5]([F:8])=[C:4]([O:9][CH3:10])[CH:3]=1.[C:11]([C:14]1[CH:19]=[CH:18][C:17](B(O)O)=[CH:16][CH:15]=1)([OH:13])=[O:12], predict the reaction product. The product is: [C:11]([C:14]1[CH:19]=[CH:18][C:17]([C:2]2[CH:7]=[CH:6][C:5]([F:8])=[C:4]([O:9][CH3:10])[CH:3]=2)=[CH:16][CH:15]=1)([OH:13])=[O:12].